Dataset: Catalyst prediction with 721,799 reactions and 888 catalyst types from USPTO. Task: Predict which catalyst facilitates the given reaction. (1) Reactant: [F:1][C:2]1[CH:3]=[C:4]([CH:9]=[C:10]([F:13])[C:11]=1F)[C:5]([O:7][CH3:8])=[O:6].C(=O)([O-])[O-].[K+].[K+].CS(C)=O.[C:24]1([C@H:34]([N:36]([CH2:44][CH:45]2[CH2:50][CH2:49][NH:48][CH2:47][CH:46]2[C:51]2[CH:56]=[CH:55][CH:54]=[CH:53][CH:52]=2)[C:37](=[O:43])[O:38][C:39]([CH3:42])([CH3:41])[CH3:40])[CH3:35])[C:33]2[C:28](=[CH:29][CH:30]=[CH:31][CH:32]=2)[CH:27]=[CH:26][CH:25]=1. Product: [C:39]([O:38][C:37]([N:36]([CH2:44][CH:45]1[CH2:50][CH2:49][N:48]([C:11]2[C:10]([F:13])=[CH:9][C:4]([C:5]([O:7][CH3:8])=[O:6])=[CH:3][C:2]=2[F:1])[CH2:47][CH:46]1[C:51]1[CH:52]=[CH:53][CH:54]=[CH:55][CH:56]=1)[C@@H:34]([C:24]1[C:33]2[C:28](=[CH:29][CH:30]=[CH:31][CH:32]=2)[CH:27]=[CH:26][CH:25]=1)[CH3:35])=[O:43])([CH3:40])([CH3:41])[CH3:42]. The catalyst class is: 20. (2) Reactant: [Br:1][C:2]1[C:3]([C:14]([O:16][CH3:17])=[O:15])=[CH:4][C:5]2[O:10][C@@H:9]([CH2:11][OH:12])[CH2:8][O:7][C:6]=2[CH:13]=1.[H-].[Na+].[CH2:20](Br)[C:21]1[CH:26]=[CH:25][CH:24]=[CH:23][CH:22]=1. Product: [CH2:20]([O:12][CH2:11][C@H:9]1[CH2:8][O:7][C:6]2[CH:13]=[C:2]([Br:1])[C:3]([C:14]([O:16][CH3:17])=[O:15])=[CH:4][C:5]=2[O:10]1)[C:21]1[CH:26]=[CH:25][CH:24]=[CH:23][CH:22]=1. The catalyst class is: 9. (3) Reactant: [CH3:1][C:2]1([CH3:17])[C:10]2[C:5](=[CH:6][C:7]([N+:11]([O-:13])=[O:12])=[CH:8][CH:9]=2)[N:4](C(=O)C)[CH2:3]1. Product: [CH3:1][C:2]1([CH3:17])[C:10]2[C:5](=[CH:6][C:7]([N+:11]([O-:13])=[O:12])=[CH:8][CH:9]=2)[NH:4][CH2:3]1. The catalyst class is: 393. (4) Reactant: [Cl:1][C:2]1[CH:3]=[CH:4][C:5]2[N:6]([C:8]([CH2:11][C:12]3[CH:22]=[CH:21][C:15]4[N:16]=[C:17]([S:19][CH3:20])[S:18][C:14]=4[CH:13]=3)=[CH:9][N:10]=2)[N:7]=1.C1C=C(Cl)C=C(C(OO)=[O:31])C=1.[O-]S([O-])(=S)=O.[Na+].[Na+]. Product: [Cl:1][C:2]1[CH:3]=[CH:4][C:5]2[N:6]([C:8]([CH2:11][C:12]3[CH:22]=[CH:21][C:15]4[N:16]=[C:17]([S:19]([CH3:20])=[O:31])[S:18][C:14]=4[CH:13]=3)=[CH:9][N:10]=2)[N:7]=1. The catalyst class is: 2. (5) Reactant: [F:1][C:2]1[CH:3]=[N:4][C:5]([N:8]2[CH2:13][CH2:12][CH:11]([CH:14]=[O:15])[CH2:10][CH2:9]2)=[N:6][CH:7]=1.[CH3:16][Mg]Br.[CH3:19][S:20](Cl)(=[O:22])=[O:21]. The catalyst class is: 424. Product: [CH3:19][S:20]([O:15][CH:14]([CH:11]1[CH2:12][CH2:13][N:8]([C:5]2[N:6]=[CH:7][C:2]([F:1])=[CH:3][N:4]=2)[CH2:9][CH2:10]1)[CH3:16])(=[O:22])=[O:21]. (6) Reactant: C([O:3][C:4]([C:6]1[CH:7]=[N:8][N:9]([C:11]2[NH:15][C:14]3[CH:16]=[C:17]([Cl:27])[C:18]([O:20][C:21]4[CH:26]=[CH:25][CH:24]=[CH:23][CH:22]=4)=[CH:19][C:13]=3[N:12]=2)[CH:10]=1)=[O:5])C.Cl.O. Product: [Cl:27][C:17]1[C:18]([O:20][C:21]2[CH:22]=[CH:23][CH:24]=[CH:25][CH:26]=2)=[CH:19][C:13]2[N:12]=[C:11]([N:9]3[CH:10]=[C:6]([C:4]([OH:5])=[O:3])[CH:7]=[N:8]3)[NH:15][C:14]=2[CH:16]=1. The catalyst class is: 15.